This data is from NCI-60 drug combinations with 297,098 pairs across 59 cell lines. The task is: Regression. Given two drug SMILES strings and cell line genomic features, predict the synergy score measuring deviation from expected non-interaction effect. (1) Drug 1: C1=CC(=CC=C1C#N)C(C2=CC=C(C=C2)C#N)N3C=NC=N3. Drug 2: CC1C(C(CC(O1)OC2CC(CC3=C2C(=C4C(=C3O)C(=O)C5=CC=CC=C5C4=O)O)(C(=O)C)O)N)O. Cell line: NCI-H522. Synergy scores: CSS=50.5, Synergy_ZIP=3.37, Synergy_Bliss=2.91, Synergy_Loewe=-9.69, Synergy_HSA=4.01. (2) Drug 1: CN(C)C1=NC(=NC(=N1)N(C)C)N(C)C. Drug 2: CC1C(C(CC(O1)OC2CC(CC3=C2C(=C4C(=C3O)C(=O)C5=CC=CC=C5C4=O)O)(C(=O)C)O)N)O. Cell line: BT-549. Synergy scores: CSS=33.5, Synergy_ZIP=5.83, Synergy_Bliss=6.20, Synergy_Loewe=-32.1, Synergy_HSA=1.35.